Dataset: Forward reaction prediction with 1.9M reactions from USPTO patents (1976-2016). Task: Predict the product of the given reaction. (1) Given the reactants C(OC([N:8]1[CH2:13][CH:12]=[C:11]([C:14]2[NH:33][C:17]3[N:18]=[CH:19][N:20]=[C:21]([NH:22][C:23]4[CH:24]=[C:25]5[C:29](=[CH:30][CH:31]=4)[NH:28][N:27]=[C:26]5[CH3:32])[C:16]=3[CH:15]=2)[CH2:10][CH2:9]1)=O)(C)(C)C.[ClH:34], predict the reaction product. The product is: [ClH:34].[ClH:34].[ClH:34].[CH3:32][C:26]1[C:25]2[C:29](=[CH:30][CH:31]=[C:23]([NH:22][C:21]3[C:16]4[CH:15]=[C:14]([C:11]5[CH2:12][CH2:13][NH:8][CH2:9][CH:10]=5)[NH:33][C:17]=4[N:18]=[CH:19][N:20]=3)[CH:24]=2)[NH:28][N:27]=1. (2) Given the reactants C[Si]([N-][Si](C)(C)C)(C)C.[Li+].[N:11]1[CH:16]=[CH:15][N:14]=[CH:13][C:12]=1[C:17](=[O:19])[CH3:18].[C:20](OCC)(=[O:26])[C:21]([O:23][CH2:24][CH3:25])=[O:22].Cl, predict the reaction product. The product is: [N:11]1[CH:16]=[CH:15][N:14]=[CH:13][C:12]=1[C:17](=[O:19])[CH2:18][C:20](=[O:26])[C:21]([O:23][CH2:24][CH3:25])=[O:22]. (3) Given the reactants Cl.[CH2:2]([NH2:6])[CH2:3][C:4]#[CH:5].C(N(CC)CC)C.[CH3:14][S:15](Cl)(=[O:17])=[O:16], predict the reaction product. The product is: [CH2:2]([NH:6][S:15]([CH3:14])(=[O:17])=[O:16])[CH2:3][C:4]#[CH:5]. (4) The product is: [Cl:27][C:21]1[CH:22]=[C:23]([NH:14][C:9]2[N:8]=[C:7]([C:6]3[N:2]([CH3:1])[C:3]([CH3:15])=[N:4][CH:5]=3)[C:12]([F:13])=[CH:11][N:10]=2)[CH:24]=[CH:25][C:20]=1[S:17]([CH3:16])(=[O:19])=[O:18]. Given the reactants [CH3:1][N:2]1[C:6]([C:7]2[C:12]([F:13])=[CH:11][N:10]=[C:9]([NH2:14])[N:8]=2)=[CH:5][N:4]=[C:3]1[CH3:15].[CH3:16][S:17]([C:20]1[CH:25]=[CH:24][C:23](Br)=[CH:22][C:21]=1[Cl:27])(=[O:19])=[O:18], predict the reaction product. (5) Given the reactants [CH2:1]([O:3][C:4]([C:6]1[CH:7]([C:28]2[CH:36]=[CH:35][C:31]([C:32]([OH:34])=[O:33])=[CH:30][CH:29]=2)[C:8]2[C:23](=[O:24])[N:22]3[CH2:25][CH2:26][CH2:27][N:21]3[C:9]=2[NH:10][C:11]=1[CH2:12][CH2:13][C:14]1[CH:19]=[CH:18][C:17]([F:20])=[CH:16][CH:15]=1)=[O:5])[CH3:2].C(Cl)Cl, predict the reaction product. The product is: [CH2:1]([O:3][C:4]([C:6]1[C:7]([C:28]2[CH:29]=[CH:30][C:31]([C:32]([OH:34])=[O:33])=[CH:35][CH:36]=2)=[C:8]2[C:23](=[O:24])[N:22]3[CH2:25][CH2:26][CH2:27][N:21]3[C:9]2=[N:10][C:11]=1[CH2:12][CH2:13][C:14]1[CH:15]=[CH:16][C:17]([F:20])=[CH:18][CH:19]=1)=[O:5])[CH3:2].